Task: Predict the reactants needed to synthesize the given product.. Dataset: Full USPTO retrosynthesis dataset with 1.9M reactions from patents (1976-2016) (1) The reactants are: [CH3:1][N:2]1[CH:6]=[C:5]([C:7]2[N:12]=[N:11][C:10]([NH:13][NH2:14])=[CH:9][CH:8]=2)[CH:4]=[N:3]1.[C:15](N1C=CN=C1)(N1C=CN=C1)=[S:16].CCCCCC.C1COCC1. Given the product [CH3:1][N:2]1[CH:6]=[C:5]([C:7]2[CH:8]=[CH:9][C:10]3[N:11]([C:15]([SH:16])=[N:14][N:13]=3)[N:12]=2)[CH:4]=[N:3]1, predict the reactants needed to synthesize it. (2) The reactants are: [CH2:1]([N:3]([CH2:7][CH3:8])[CH2:4][CH2:5][NH2:6])[CH3:2].[CH3:9][O:10][CH:11]([O:14][CH3:15])[CH:12]=O. Given the product [CH3:9][O:10][CH:11]([O:14][CH3:15])[CH2:12][CH:4]([N:3]([CH2:7][CH3:8])[CH2:1][CH3:2])[CH2:5][NH2:6], predict the reactants needed to synthesize it. (3) Given the product [IH:13].[CH:1]([N:3]1[CH2:8][CH2:7][N:6]([C:9](=[NH:10])[S:11][CH3:12])[CH2:5][CH2:4]1)=[O:2], predict the reactants needed to synthesize it. The reactants are: [CH:1]([N:3]1[CH2:8][CH2:7][N:6]([C:9](=[S:11])[NH2:10])[CH2:5][CH2:4]1)=[O:2].[CH3:12][I:13]. (4) Given the product [Cl:23][C:10]1[CH:11]=[C:12]([CH:17]=[C:18]([CH3:19])[C:9]=1[O:8][CH2:7][C@@H:5]1[CH2:4][O:3][C:2]([CH3:22])([CH3:1])[O:6]1)[C:13]([NH:15][OH:16])=[NH:14], predict the reactants needed to synthesize it. The reactants are: [CH3:1][C:2]1([CH3:22])[O:6][C@H:5]([CH2:7][O:8][C:9]2[C:18]([CH3:19])=[CH:17][C:12]([C:13]([NH:15][OH:16])=[NH:14])=[CH:11][C:10]=2CC)[CH2:4][O:3]1.[Cl:23]C1C=C(C=C(C)C=1O)C#N. (5) Given the product [CH3:1][C@@H:2]1[CH2:7][N:6]([C:17]2[N:22]=[CH:21][N:20]=[C:19]3[N:23]([CH2:26][O:27][CH2:28][CH2:29][Si:30]([CH3:33])([CH3:32])[CH3:31])[N:24]=[CH:25][C:18]=23)[CH2:5][C@H:4]([NH:8][C:9](=[O:15])[O:10][C:11]([CH3:14])([CH3:13])[CH3:12])[CH2:3]1, predict the reactants needed to synthesize it. The reactants are: [CH3:1][C@@H:2]1[CH2:7][NH:6][CH2:5][C@H:4]([NH:8][C:9](=[O:15])[O:10][C:11]([CH3:14])([CH3:13])[CH3:12])[CH2:3]1.Cl[C:17]1[N:22]=[CH:21][N:20]=[C:19]2[N:23]([CH2:26][O:27][CH2:28][CH2:29][Si:30]([CH3:33])([CH3:32])[CH3:31])[N:24]=[CH:25][C:18]=12.CCN(CC)CC. (6) The reactants are: [C:1]([O:5][C:6](=[O:36])[C:7]1[CH:12]=[CH:11][C:10]([N:13]([CH:15]([C:26]2[CH:31]=[CH:30][C:29]([C:32]([CH3:35])([CH3:34])[CH3:33])=[CH:28][CH:27]=2)[C:16](=[O:25])[NH:17][C:18]2[CH:23]=[CH:22][C:21](I)=[CH:20][CH:19]=2)[CH3:14])=[CH:9][CH:8]=1)([CH3:4])([CH3:3])[CH3:2].C(O)C.C([O-])([O-])=O.[Na+].[Na+].[O:46]1[C:50](B(O)O)=[CH:49][C:48]2[CH:54]=[CH:55][CH:56]=[CH:57][C:47]1=2. Given the product [C:1]([O:5][C:6](=[O:36])[C:7]1[CH:12]=[CH:11][C:10]([N:13]([CH:15]([C:16](=[O:25])[N:17]([C:47]2[O:46][C:50]3=[CH:49][CH:48]=[CH:54][C:55]3=[CH:56][CH:57]=2)[C:18]2[CH:23]=[CH:22][CH:21]=[CH:20][CH:19]=2)[C:26]2[CH:31]=[CH:30][C:29]([C:32]([CH3:35])([CH3:34])[CH3:33])=[CH:28][CH:27]=2)[CH3:14])=[CH:9][CH:8]=1)([CH3:4])([CH3:3])[CH3:2], predict the reactants needed to synthesize it. (7) Given the product [F:35][C:32]1[CH:31]=[CH:30][C:29]([O:28][CH2:27][C:25]2[N:26]=[C:21]3[S:20][C:19]([CH3:37])=[C:18]([CH:9]4[CH2:11][CH:10]4[C:12]([F:13])([F:14])[F:15])[N:22]3[C:23](=[O:36])[CH:24]=2)=[CH:34][CH:33]=1, predict the reactants needed to synthesize it. The reactants are: CC1(C)C(C)(C)OB([CH:9]2[CH2:11][CH:10]2[C:12]([F:15])([F:14])[F:13])O1.Br[C:18]1[N:22]2[C:23](=[O:36])[CH:24]=[C:25]([CH2:27][O:28][C:29]3[CH:34]=[CH:33][C:32]([F:35])=[CH:31][CH:30]=3)[N:26]=[C:21]2[S:20][C:19]=1[CH3:37].C(=O)([O-])[O-].[Na+].[Na+].C(OC([O-])=O)([O-])=O.[NH4+].[NH4+]. (8) Given the product [Br:11][C:9]1[CH:8]=[CH:7][C:3]([C:4]([N:47]2[CH2:48][CH2:49][N:44]([CH3:43])[CH2:45][CH2:46]2)=[O:6])=[C:2]([F:1])[CH:10]=1, predict the reactants needed to synthesize it. The reactants are: [F:1][C:2]1[CH:10]=[C:9]([Br:11])[CH:8]=[CH:7][C:3]=1[C:4]([OH:6])=O.CN1CCOCC1.CN(C(ON1N=NC2C=CC=NC1=2)=[N+](C)C)C.F[P-](F)(F)(F)(F)F.[CH3:43][N:44]1[CH2:49][CH2:48][NH:47][CH2:46][CH2:45]1. (9) Given the product [C:28]([C:30]1[CH:35]=[CH:34][N:33]=[CH:32][C:31]=1[C:2]1[C:3]([N:22]2[CH2:26][CH2:25][C@@H:24]([OH:27])[CH2:23]2)=[N:4][CH:5]=[C:6]([C:7]([NH:9][C:10]2[CH:11]=[CH:12][C:13]([O:16][C:17]([F:20])([F:18])[F:19])=[CH:14][CH:15]=2)=[O:8])[CH:21]=1)#[N:29], predict the reactants needed to synthesize it. The reactants are: Br[C:2]1[C:3]([N:22]2[CH2:26][CH2:25][C@@H:24]([OH:27])[CH2:23]2)=[N:4][CH:5]=[C:6]([CH:21]=1)[C:7]([NH:9][C:10]1[CH:15]=[CH:14][C:13]([O:16][C:17]([F:20])([F:19])[F:18])=[CH:12][CH:11]=1)=[O:8].[C:28]([C:30]1[CH:35]=[CH:34][N:33]=[CH:32][C:31]=1B1OC(C)(C)C(C)(C)O1)#[N:29].C([O-])([O-])=O.[K+].[K+].